Dataset: NCI-60 drug combinations with 297,098 pairs across 59 cell lines. Task: Regression. Given two drug SMILES strings and cell line genomic features, predict the synergy score measuring deviation from expected non-interaction effect. (1) Drug 1: CC1=C2C(C(=O)C3(C(CC4C(C3C(C(C2(C)C)(CC1OC(=O)C(C(C5=CC=CC=C5)NC(=O)OC(C)(C)C)O)O)OC(=O)C6=CC=CC=C6)(CO4)OC(=O)C)O)C)O. Synergy scores: CSS=7.78, Synergy_ZIP=-0.135, Synergy_Bliss=-0.563, Synergy_Loewe=0.905, Synergy_HSA=-0.300. Cell line: UO-31. Drug 2: CC1C(C(CC(O1)OC2CC(OC(C2O)C)OC3=CC4=CC5=C(C(=O)C(C(C5)C(C(=O)C(C(C)O)O)OC)OC6CC(C(C(O6)C)O)OC7CC(C(C(O7)C)O)OC8CC(C(C(O8)C)O)(C)O)C(=C4C(=C3C)O)O)O)O. (2) Drug 1: C1=CC(=CC=C1C#N)C(C2=CC=C(C=C2)C#N)N3C=NC=N3. Drug 2: C(CC(=O)O)C(=O)CN.Cl. Cell line: OVCAR-4. Synergy scores: CSS=9.13, Synergy_ZIP=-3.88, Synergy_Bliss=-2.49, Synergy_Loewe=-3.40, Synergy_HSA=-3.56. (3) Drug 1: CC1=C2C(C(=O)C3(C(CC4C(C3C(C(C2(C)C)(CC1OC(=O)C(C(C5=CC=CC=C5)NC(=O)OC(C)(C)C)O)O)OC(=O)C6=CC=CC=C6)(CO4)OC(=O)C)OC)C)OC. Drug 2: CC(C)NC(=O)C1=CC=C(C=C1)CNNC.Cl. Cell line: NCI/ADR-RES. Synergy scores: CSS=-1.51, Synergy_ZIP=0.121, Synergy_Bliss=-2.15, Synergy_Loewe=-11.8, Synergy_HSA=-5.76. (4) Drug 1: C1=CC(=C2C(=C1NCCNCCO)C(=O)C3=C(C=CC(=C3C2=O)O)O)NCCNCCO. Drug 2: CN(CCCl)CCCl.Cl. Cell line: A549. Synergy scores: CSS=45.3, Synergy_ZIP=-4.71, Synergy_Bliss=-4.09, Synergy_Loewe=-12.8, Synergy_HSA=-1.75. (5) Drug 2: CCC1(CC2CC(C3=C(CCN(C2)C1)C4=CC=CC=C4N3)(C5=C(C=C6C(=C5)C78CCN9C7C(C=CC9)(C(C(C8N6C=O)(C(=O)OC)O)OC(=O)C)CC)OC)C(=O)OC)O.OS(=O)(=O)O. Drug 1: C1=CC(=CC=C1CCC2=CNC3=C2C(=O)NC(=N3)N)C(=O)NC(CCC(=O)O)C(=O)O. Cell line: SK-MEL-2. Synergy scores: CSS=39.7, Synergy_ZIP=-4.70, Synergy_Bliss=-0.0497, Synergy_Loewe=-1.92, Synergy_HSA=2.39. (6) Drug 1: C1=CC(=CC=C1CC(C(=O)O)N)N(CCCl)CCCl.Cl. Drug 2: CCC(=C(C1=CC=CC=C1)C2=CC=C(C=C2)OCCN(C)C)C3=CC=CC=C3.C(C(=O)O)C(CC(=O)O)(C(=O)O)O. Cell line: HL-60(TB). Synergy scores: CSS=49.3, Synergy_ZIP=0.968, Synergy_Bliss=4.00, Synergy_Loewe=-19.1, Synergy_HSA=2.10. (7) Drug 1: CC(CN1CC(=O)NC(=O)C1)N2CC(=O)NC(=O)C2. Drug 2: CN(C)N=NC1=C(NC=N1)C(=O)N. Cell line: OVCAR3. Synergy scores: CSS=32.6, Synergy_ZIP=2.09, Synergy_Bliss=8.83, Synergy_Loewe=7.95, Synergy_HSA=8.54.